Dataset: Retrosynthesis with 50K atom-mapped reactions and 10 reaction types from USPTO. Task: Predict the reactants needed to synthesize the given product. (1) Given the product COC(=O)CC[C@H]1O[C@H](c2cccc(OC)c2OC)c2cc(Cl)ccc2-n2c(CO)ccc21, predict the reactants needed to synthesize it. The reactants are: COC(=O)CC[C@H]1O[C@H](c2cccc(OC)c2OC)c2cc(Cl)ccc2-n2c(C=O)ccc21. (2) The reactants are: CN(C)[C@H]1CCNC1.Fc1cccc2nc(CN3CCC[C@H]4CCc5cccnc5[C@H]43)cn12. Given the product CN(C)[C@H]1CCN(c2cccc3nc(CN4CCC[C@H]5CCc6cccnc6[C@H]54)cn23)C1, predict the reactants needed to synthesize it.